This data is from Merck oncology drug combination screen with 23,052 pairs across 39 cell lines. The task is: Regression. Given two drug SMILES strings and cell line genomic features, predict the synergy score measuring deviation from expected non-interaction effect. (1) Drug 1: O=C(CCCCCCC(=O)Nc1ccccc1)NO. Drug 2: CS(=O)(=O)CCNCc1ccc(-c2ccc3ncnc(Nc4ccc(OCc5cccc(F)c5)c(Cl)c4)c3c2)o1. Cell line: HCT116. Synergy scores: synergy=10.7. (2) Drug 1: CN1C(=O)C=CC2(C)C3CCC4(C)C(NC(=O)OCC(F)(F)F)CCC4C3CCC12. Drug 2: Cn1nnc2c(C(N)=O)ncn2c1=O. Cell line: T47D. Synergy scores: synergy=-106. (3) Drug 1: N.N.O=C(O)C1(C(=O)O)CCC1.[Pt]. Drug 2: Cn1cc(-c2cnn3c(N)c(Br)c(C4CCCNC4)nc23)cn1. Cell line: A2058. Synergy scores: synergy=32.7. (4) Drug 1: CN1C(=O)C=CC2(C)C3CCC4(C)C(NC(=O)OCC(F)(F)F)CCC4C3CCC12. Drug 2: CCc1cnn2c(NCc3ccc[n+]([O-])c3)cc(N3CCCCC3CCO)nc12. Cell line: SKMES1. Synergy scores: synergy=2.12. (5) Drug 1: CN(Cc1cnc2nc(N)nc(N)c2n1)c1ccc(C(=O)NC(CCC(=O)O)C(=O)O)cc1. Drug 2: C#Cc1cccc(Nc2ncnc3cc(OCCOC)c(OCCOC)cc23)c1. Cell line: A2058. Synergy scores: synergy=-7.98.